This data is from Full USPTO retrosynthesis dataset with 1.9M reactions from patents (1976-2016). The task is: Predict the reactants needed to synthesize the given product. (1) Given the product [Cl:19][C:12]1[CH:11]=[C:10]([O:20][CH3:21])[C:9]([N:8]2[CH2:6][CH2:5][O:4][CH2:3][CH2:2]2)=[CH:18][C:13]=1[C:14]([O:16][CH3:17])=[O:15], predict the reactants needed to synthesize it. The reactants are: Br[CH2:2][CH2:3][O:4][CH2:5][CH2:6]Br.[NH2:8][C:9]1[C:10]([O:20][CH3:21])=[CH:11][C:12]([Cl:19])=[C:13]([CH:18]=1)[C:14]([O:16][CH3:17])=[O:15].C(=O)([O-])[O-].[K+].[K+]. (2) Given the product [Cl:1][C:2]1[C:10]([Cl:11])=[CH:9][CH:8]=[CH:7][C:3]=1[C:4]([NH:21][CH2:20][CH:19]([CH:16]1[CH2:17][CH2:18][C:13]([F:29])([F:12])[CH2:14][CH2:15]1)[C:22]1[CH:23]=[N:24][C:25]([CH3:28])=[N:26][CH:27]=1)=[O:6], predict the reactants needed to synthesize it. The reactants are: [Cl:1][C:2]1[C:10]([Cl:11])=[CH:9][CH:8]=[CH:7][C:3]=1[C:4]([OH:6])=O.[F:12][C:13]1([F:29])[CH2:18][CH2:17][CH:16]([CH:19]([C:22]2[CH:23]=[N:24][C:25]([CH3:28])=[N:26][CH:27]=2)[CH2:20][NH2:21])[CH2:15][CH2:14]1.